This data is from Forward reaction prediction with 1.9M reactions from USPTO patents (1976-2016). The task is: Predict the product of the given reaction. (1) Given the reactants [Se](=O)=[O:2].[F:4][C:5]1[C:14]2[C:9](=[CH:10][C:11]([CH3:15])=[CH:12][CH:13]=2)[CH:8]=[CH:7][CH:6]=1, predict the reaction product. The product is: [F:4][C:5]1[CH:6]=[CH:7][CH:8]=[C:9]2[C:14]=1[CH:13]=[CH:12][C:11]([CH:15]=[O:2])=[CH:10]2. (2) Given the reactants [N+:1]([C:4]1[CH:10]=[CH:9][CH:8]=[CH:7][C:5]=1[NH2:6])([O-])=[O:2].[N:11]#[C:12][NH2:13].[OH-].[Na+], predict the reaction product. The product is: [NH2:13][C:12]1[N:11]=[N+:1]([O-:2])[C:4]2[CH:10]=[CH:9][CH:8]=[CH:7][C:5]=2[N:6]=1. (3) Given the reactants [H-].[Al+3].[Li+].[H-].[H-].[H-].[CH:7]1([CH:12]([OH:15])[C:13]#[N:14])[CH2:11][CH2:10][CH2:9][CH2:8]1, predict the reaction product. The product is: [NH2:14][CH2:13][CH:12]([CH:7]1[CH2:11][CH2:10][CH2:9][CH2:8]1)[OH:15]. (4) Given the reactants Cl[C:2]1[N:7]=[C:6]([NH:8][CH2:9][C@H:10]([OH:12])[CH3:11])[CH:5]=[C:4]([Cl:13])[N:3]=1.CCN(C(C)C)C(C)C.[NH:23]1[CH2:28][CH2:27][O:26][CH2:25][CH2:24]1, predict the reaction product. The product is: [Cl:13][C:4]1[N:3]=[C:2]([N:23]2[CH2:28][CH2:27][O:26][CH2:25][CH2:24]2)[N:7]=[C:6]([NH:8][CH2:9][C@H:10]([OH:12])[CH3:11])[CH:5]=1. (5) Given the reactants C(OC(=O)[NH:7][C:8]1[CH:13]=[CH:12][C:11]([N:14]2[CH:18]=[CH:17][CH:16]=[CH:15]2)=[CH:10][C:9]=1[NH:19][C:20](=[O:36])[CH2:21][C:22](=O)[C:23]1[CH:28]=[CH:27][CH:26]=[C:25]([C:29]2[CH:34]=[N:33][CH:32]=[CH:31][N:30]=2)[CH:24]=1)(C)(C)C.C(O)(C(F)(F)F)=O, predict the reaction product. The product is: [N:30]1[CH:31]=[CH:32][N:33]=[CH:34][C:29]=1[C:25]1[CH:24]=[C:23]([C:22]2[CH2:21][C:20](=[O:36])[NH:19][C:9]3[CH:10]=[C:11]([N:14]4[CH:18]=[CH:17][CH:16]=[CH:15]4)[CH:12]=[CH:13][C:8]=3[N:7]=2)[CH:28]=[CH:27][CH:26]=1.